Dataset: Forward reaction prediction with 1.9M reactions from USPTO patents (1976-2016). Task: Predict the product of the given reaction. (1) Given the reactants [C:1]([C:4]1[CH:13]=[CH:12][CH:11]=[C:10]([N+:14]([O-])=O)[C:5]=1[C:6]([O:8]C)=O)(=O)[CH3:2].[F:17][CH2:18][CH2:19][NH2:20].C(N(C(C)C)C(C)C)C, predict the reaction product. The product is: [NH2:14][C:10]1[CH:11]=[CH:12][CH:13]=[C:4]2[C:5]=1[C:6](=[O:8])[N:20]([CH2:19][CH2:18][F:17])[CH:1]2[CH3:2]. (2) The product is: [Br:1][C:2]1[CH:10]=[C:9]2[C:5](/[C:6](=[C:17]3\[C:18](=[O:22])[NH:19][C:20]4[C:16]\3=[CH:15][CH:14]=[C:13]([Br:12])[CH:21]=4)/[C:7](=[O:11])[NH:8]2)=[CH:4][CH:3]=1. Given the reactants [Br:1][C:2]1[CH:10]=[C:9]2[C:5]([CH2:6][C:7](=[O:11])[NH:8]2)=[CH:4][CH:3]=1.[Br:12][C:13]1[CH:21]=[C:20]2[C:16]([C:17](=O)[C:18](=[O:22])[NH:19]2)=[CH:15][CH:14]=1.Cl, predict the reaction product. (3) Given the reactants [C:1]([N:8]([CH3:28])[CH:9]1[CH2:14][CH2:13][CH:12]([NH:15][CH2:16][C:17]2[CH:18]=[C:19](B(O)O)[CH:20]=[CH:21][C:22]=2[O:23][CH3:24])[CH2:11][CH2:10]1)([O:3][C:4]([CH3:7])([CH3:6])[CH3:5])=[O:2].Br[C:30]1[CH:35]=[CH:34][C:33]([Cl:36])=[CH:32][CH:31]=1, predict the reaction product. The product is: [C:4]([O:3][C:1](=[O:2])[N:8]([CH:9]1[CH2:14][CH2:13][CH:12]([NH:15][CH2:16][C:17]2[CH:18]=[C:19]([C:30]3[CH:35]=[CH:34][C:33]([Cl:36])=[CH:32][CH:31]=3)[CH:20]=[CH:21][C:22]=2[O:23][CH3:24])[CH2:11][CH2:10]1)[CH3:28])([CH3:7])([CH3:6])[CH3:5]. (4) Given the reactants Br[C:2]1[CH:3]=[CH:4][C:5]2[O:11][CH2:10][CH2:9][N:8]3[CH:12]=[C:13]([C:15]4[N:19]([CH:20]([CH3:22])[CH3:21])[N:18]=[CH:17][N:16]=4)[N:14]=[C:7]3[C:6]=2[CH:23]=1.[Cl:24][C:25]1[CH:30]=[CH:29][C:28](B(O)O)=[CH:27][CH:26]=1.C([O-])([O-])=O.[Cs+].[Cs+].O, predict the reaction product. The product is: [Cl:24][C:25]1[CH:30]=[CH:29][C:28]([C:2]2[CH:3]=[CH:4][C:5]3[O:11][CH2:10][CH2:9][N:8]4[CH:12]=[C:13]([C:15]5[N:19]([CH:20]([CH3:21])[CH3:22])[N:18]=[CH:17][N:16]=5)[N:14]=[C:7]4[C:6]=3[CH:23]=2)=[CH:27][CH:26]=1. (5) Given the reactants [NH2:1][C:2]1[S:3][C:4]([C:10]2[C:15]([F:16])=[CH:14][C:13]([C:17]([OH:20])([CH3:19])[CH3:18])=[CH:12][C:11]=2[F:21])=[CH:5][C:6]=1[C:7]([NH2:9])=[O:8].Cl[C:23]1[N:28]=[C:27]([CH2:29][OH:30])[C:26]([C:31]([OH:34])([CH3:33])[CH3:32])=[CH:25][CH:24]=1, predict the reaction product. The product is: [F:16][C:15]1[CH:14]=[C:13]([C:17]([OH:20])([CH3:18])[CH3:19])[CH:12]=[C:11]([F:21])[C:10]=1[C:4]1[S:3][C:2]([NH:1][C:23]2[CH:24]=[CH:25][C:26]([C:31]([OH:34])([CH3:33])[CH3:32])=[C:27]([CH2:29][OH:30])[N:28]=2)=[C:6]([C:7]([NH2:9])=[O:8])[CH:5]=1. (6) Given the reactants [CH2:1]([O:8][C@@H:9]1[C@@H:15]([O:16][CH2:17][C:18]2[CH:23]=[CH:22][CH:21]=[CH:20][CH:19]=2)[C@:14]2([C:25]3[CH:30]=[CH:29][C:28]([Cl:31])=[C:27]([CH2:32][C:33]4[CH:38]=[CH:37][C:36]([O:39][CH2:40][CH3:41])=[CH:35][CH:34]=4)[CH:26]=3)[O:24][C@@:11]([CH2:42][O:43][Si](C(C)(C)C)(C)C)([CH2:12][O:13]2)[C:10]1=[O:51])[C:2]1[CH:7]=[CH:6][CH:5]=[CH:4][CH:3]=1.[F-].C([N+](CCCC)(CCCC)CCCC)CCC, predict the reaction product. The product is: [CH2:1]([O:8][C@@H:9]1[C@@H:15]([O:16][CH2:17][C:18]2[CH:19]=[CH:20][CH:21]=[CH:22][CH:23]=2)[C@:14]2([C:25]3[CH:30]=[CH:29][C:28]([Cl:31])=[C:27]([CH2:32][C:33]4[CH:34]=[CH:35][C:36]([O:39][CH2:40][CH3:41])=[CH:37][CH:38]=4)[CH:26]=3)[O:24][C@@:11]([CH2:42][OH:43])([CH2:12][O:13]2)[C:10]1=[O:51])[C:2]1[CH:7]=[CH:6][CH:5]=[CH:4][CH:3]=1.